Dataset: Catalyst prediction with 721,799 reactions and 888 catalyst types from USPTO. Task: Predict which catalyst facilitates the given reaction. (1) Reactant: Cl.[CH:2]12[CH2:11][CH:6]3[CH2:7][CH:8]([CH2:10][CH:4]([CH2:5]3)[CH:3]1[NH2:12])[CH2:9]2.[C:13]([CH:16]1C(=O)OC(C)(C)[O:18][C:17]1=O)(=[O:15])[CH3:14].C(N(C(C)C)C(C)C)C. Product: [CH:2]12[CH2:11][CH:6]3[CH2:7][CH:8]([CH2:10][CH:4]([CH2:5]3)[CH:3]1[NH:12][C:17](=[O:18])[CH2:16][C:13](=[O:15])[CH3:14])[CH2:9]2. The catalyst class is: 260. (2) Reactant: Br[C:2]1[N:6](S(C2C=CC=CC=2)(=O)=O)[CH:5]=[C:4]([CH:16]=[O:17])[CH:3]=1.[Cl:18][C:19]1[C:24](B(O)O)=[CH:23][CH:22]=[CH:21][N:20]=1.C(=O)([O-])O.[Na+].COCCOC. Product: [Cl:18][C:19]1[C:24]([C:2]2[NH:6][CH:5]=[C:4]([CH:16]=[O:17])[CH:3]=2)=[CH:23][CH:22]=[CH:21][N:20]=1. The catalyst class is: 103.